Dataset: Full USPTO retrosynthesis dataset with 1.9M reactions from patents (1976-2016). Task: Predict the reactants needed to synthesize the given product. (1) Given the product [CH2:1]([O:3][C:4]([N:6]1[CH2:11][CH2:10][C:9]([NH2:15])([CH2:12][C:13]#[N:14])[CH2:8][CH2:7]1)=[O:5])[CH3:2], predict the reactants needed to synthesize it. The reactants are: [CH2:1]([O:3][C:4]([N:6]1[CH2:11][CH2:10][C:9](=[CH:12][C:13]#[N:14])[CH2:8][CH2:7]1)=[O:5])[CH3:2].[NH3:15]. (2) Given the product [C:27]([O:30][CH2:31][C:32]1[C:33]([N:47]2[CH2:58][CH2:57][N:56]3[C:49](=[CH:50][C:51]4[CH2:52][C:53]([CH3:60])([CH3:59])[CH2:54][C:55]=43)[C:48]2=[O:61])=[N:34][CH:35]=[CH:36][C:37]=1[C:2]1[CH:3]=[C:4]([NH:10][C:11]2[CH:16]=[CH:15][C:14]([C:17]([N:19]3[C@@H:24]([CH3:25])[CH2:23][O:22][CH2:21][C@@H:20]3[CH3:26])=[O:18])=[CH:13][N:12]=2)[C:5](=[O:9])[N:6]([CH3:8])[N:7]=1)(=[O:29])[CH3:28], predict the reactants needed to synthesize it. The reactants are: Cl[C:2]1[CH:3]=[C:4]([NH:10][C:11]2[CH:16]=[CH:15][C:14]([C:17]([N:19]3[C@@H:24]([CH3:25])[CH2:23][O:22][CH2:21][C@@H:20]3[CH3:26])=[O:18])=[CH:13][N:12]=2)[C:5](=[O:9])[N:6]([CH3:8])[N:7]=1.[C:27]([O:30][CH2:31][C:32]1[C:33]([N:47]2[CH2:58][CH2:57][N:56]3[C:49](=[CH:50][C:51]4[CH2:52][C:53]([CH3:60])([CH3:59])[CH2:54][C:55]=43)[C:48]2=[O:61])=[N:34][CH:35]=[CH:36][C:37]=1B1OC(C)(C)C(C)(C)O1)(=[O:29])[CH3:28].[O-]P([O-])([O-])=O.[K+].[K+].[K+].C([O-])(=O)C.[Na+]. (3) The reactants are: [Cl:1][C:2]1[CH:3]=[C:4]([C:8]2[C:9]([C:17]([O:19][CH3:20])=[O:18])=[CH:10][CH:11]=[C:12]([N+:14]([O-])=O)[CH:13]=2)[CH:5]=[CH:6][CH:7]=1.Cl.O.O.[Sn](Cl)Cl. Given the product [NH2:14][C:12]1[CH:13]=[C:8]([C:4]2[CH:5]=[CH:6][CH:7]=[C:2]([Cl:1])[CH:3]=2)[C:9]([C:17]([O:19][CH3:20])=[O:18])=[CH:10][CH:11]=1, predict the reactants needed to synthesize it. (4) Given the product [Br:10][C:11]1[CH:19]=[CH:18][C:14]([C:15]([NH:26][C@@H:24]([CH:21]2[CH2:23][CH2:22]2)[CH3:25])=[O:17])=[CH:13][C:12]=1[F:20], predict the reactants needed to synthesize it. The reactants are: C(N(CC)C(C)C)(C)C.[Br:10][C:11]1[CH:19]=[CH:18][C:14]([C:15]([OH:17])=O)=[CH:13][C:12]=1[F:20].[CH:21]1([C@H:24]([NH2:26])[CH3:25])[CH2:23][CH2:22]1.F[P-](F)(F)(F)(F)F.N1(O[P+](N(C)C)(N(C)C)N(C)C)C2C=CC=CC=2N=N1.C(Cl)Cl.C([O-])(O)=O.[Na+]. (5) Given the product [C:1]([C:3]1[CH:4]=[C:5]([CH:10]=[CH:11][C:12]=1[CH3:13])[C:6]([O:8][CH3:9])=[O:7])(=[S:15])[NH2:2], predict the reactants needed to synthesize it. The reactants are: [C:1]([C:3]1[CH:4]=[C:5]([CH:10]=[CH:11][C:12]=1[CH3:13])[C:6]([O:8][CH3:9])=[O:7])#[N:2].P(OCC)(OCC)([S-])=[S:15].